Dataset: Full USPTO retrosynthesis dataset with 1.9M reactions from patents (1976-2016). Task: Predict the reactants needed to synthesize the given product. (1) Given the product [C:1]([C:4]1[CH:5]=[N:6][C:7]2[C:12]([C:13]=1[NH:14][C@H:15]1[CH2:20][CH2:19][C@H:18]([NH:21][C:22](=[O:28])[O:23][C:24]([CH3:27])([CH3:26])[CH3:25])[CH2:17][CH2:16]1)=[CH:11][C:10]([C:35]1[CH:36]=[C:31]([F:30])[C:32]([OH:47])=[C:33]([F:46])[CH:34]=1)=[CH:9][CH:8]=2)(=[O:3])[CH3:2], predict the reactants needed to synthesize it. The reactants are: [C:1]([C:4]1[CH:5]=[N:6][C:7]2[C:12]([C:13]=1[NH:14][C@H:15]1[CH2:20][CH2:19][C@H:18]([NH:21][C:22](=[O:28])[O:23][C:24]([CH3:27])([CH3:26])[CH3:25])[CH2:17][CH2:16]1)=[CH:11][C:10](Br)=[CH:9][CH:8]=2)(=[O:3])[CH3:2].[F:30][C:31]1[CH:36]=[C:35](B2CC(C)(C)C(C)(C)C2)[CH:34]=[C:33]([F:46])[C:32]=1[OH:47]. (2) The reactants are: [Br:1][C:2]1[CH:10]=[CH:9][C:5]([C:6]([OH:8])=[O:7])=[C:4]([CH3:11])[CH:3]=1.S(=O)(=O)(O)O.[CH2:17](O)[CH3:18]. Given the product [Br:1][C:2]1[CH:10]=[CH:9][C:5]([C:6]([O:8][CH2:17][CH3:18])=[O:7])=[C:4]([CH3:11])[CH:3]=1, predict the reactants needed to synthesize it. (3) Given the product [Cl:1][C:2]1[CH:7]=[CH:6][C:5]([C:8]#[C:9][CH2:10][CH2:11][CH2:12][C:13]2([S:20]([C:23]3[CH:24]=[CH:25][C:26]([I:29])=[CH:27][CH:28]=3)(=[O:21])=[O:22])[S:17][C:16](=[O:18])[N:15]([CH2:37][C:36]3[CH:39]=[CH:40][C:33]([N+:30]([O-:32])=[O:31])=[CH:34][CH:35]=3)[C:14]2=[O:19])=[CH:4][CH:3]=1, predict the reactants needed to synthesize it. The reactants are: [Cl:1][C:2]1[CH:7]=[CH:6][C:5]([C:8]#[C:9][CH2:10][CH2:11][CH2:12][C:13]2([S:20]([C:23]3[CH:28]=[CH:27][C:26]([I:29])=[CH:25][CH:24]=3)(=[O:22])=[O:21])[S:17][C:16](=[O:18])[NH:15][C:14]2=[O:19])=[CH:4][CH:3]=1.[N+:30]([C:33]1[CH:40]=[CH:39][C:36]([CH2:37]Br)=[CH:35][CH:34]=1)([O-:32])=[O:31].C(=O)([O-])[O-].[K+].[K+]. (4) Given the product [Br:12][C:13]1[C:18]2[N:17]([CH:5]=[C:3]([CH2:2][C:1]([O:7][CH2:8][CH3:9])=[O:6])[N:19]=2)[N:16]=[C:15]([Cl:20])[CH:14]=1, predict the reactants needed to synthesize it. The reactants are: [C:1]([O:7][CH2:8][CH3:9])(=[O:6])[CH2:2][C:3]([CH3:5])=O.BrBr.[Br:12][C:13]1[CH:14]=[C:15]([Cl:20])[N:16]=[N:17][C:18]=1[NH2:19].O. (5) Given the product [CH2:22]([N:12]1[C:11]([N:8]2[C:9]3[C:5](=[CH:4][CH:3]=[CH:2][CH:10]=3)[CH:6]=[CH:7]2)=[C:16]([CH:17]([CH3:18])[CH3:19])[C:15](=[O:20])[NH:14][C:13]1=[O:21])[CH3:23], predict the reactants needed to synthesize it. The reactants are: Cl[C:2]1[CH:3]=[C:4](C#N)[C:5]2[CH:6]=[CH:7][N:8]([C:11]3[N:12]([CH2:22][CH3:23])[C:13](=[O:21])[NH:14][C:15](=[O:20])[C:16]=3[CH:17]([CH3:19])[CH3:18])[C:9]=2[CH:10]=1.N1C2C(=CC=CC=2)C=C1. (6) Given the product [CH:12]([C:5]1[C:4]2[C:8](=[CH:9][CH:10]=[C:2]([O:1][CH2:15][C:16]([NH2:18])=[O:17])[CH:3]=2)[N:7]([CH3:11])[CH:6]=1)=[O:13], predict the reactants needed to synthesize it. The reactants are: [OH:1][C:2]1[CH:3]=[C:4]2[C:8](=[CH:9][CH:10]=1)[N:7]([CH3:11])[CH:6]=[C:5]2[CH:12]=[O:13].Br[CH2:15][C:16]([NH2:18])=[O:17].C(N=P(N(C)C)(N(C)C)N(C)C)(C)(C)C.Cl.